Dataset: Reaction yield outcomes from USPTO patents with 853,638 reactions. Task: Predict the reaction yield, written as a fraction of the theoretical maximum amount of product (1.0 means a 100% yield; for example, 0.34 means a 34% yield). (1) The reactants are [F:1][C:2]1[CH:3]=[CH:4][C:5]([CH2:8][O:9][C:10]2[CH:15]=[CH:14][N:13]([C:16]3[CH:17]=[CH:18][C:19]4[C:20]5[CH2:29][N:28](C(OC(C)(C)C)=O)[CH2:27][CH2:26][C:21]=5[N:22]([CH3:25])[C:23]=4[CH:24]=3)[C:12](=[O:37])[CH:11]=2)=[N:6][CH:7]=1.C1(N)C(F)=C(F)C(F)=C(N)C=1F.[ClH:50].Cl. No catalyst specified. The product is [ClH:50].[ClH:50].[F:1][C:2]1[CH:3]=[CH:4][C:5]([CH2:8][O:9][C:10]2[CH:15]=[CH:14][N:13]([C:16]3[CH:17]=[CH:18][C:19]4[C:20]5[CH2:29][NH:28][CH2:27][CH2:26][C:21]=5[N:22]([CH3:25])[C:23]=4[CH:24]=3)[C:12](=[O:37])[CH:11]=2)=[N:6][CH:7]=1. The yield is 0.840. (2) The reactants are S(Cl)(Cl)=O.[NH2:5][C@@H:6]([C:10]([OH:12])=[O:11])[CH2:7][CH2:8][CH3:9].[CH3:13]O. No catalyst specified. The product is [CH3:13][O:11][C:10](=[O:12])[C@@H:6]([CH2:7][CH2:8][CH3:9])[NH2:5]. The yield is 0.950. (3) The reactants are [CH3:1][CH:2]([O:4][C:5]1[CH:10]=[CH:9][C:8]([NH:11][C:12]2[NH:16][N:15]=[CH:14][CH:13]=2)=[CH:7][CH:6]=1)[CH3:3].N12CCCN=C1CCCCC2.[C:28]([C:30]1[CH:35]=[CH:34][CH:33]=[CH:32][C:31]=1[C:36]1[CH:41]=[CH:40][C:39]([CH2:42][CH:43]([C:49](=O)[CH2:50][CH2:51][CH3:52])[C:44](OCC)=[O:45])=[CH:38][CH:37]=1)#[N:29].C(OCC)(=O)C. The catalyst is CCN(C1C=CC=CC=1)CC.O. The product is [CH3:3][CH:2]([O:4][C:5]1[CH:6]=[CH:7][C:8]([N:11]2[C:44](=[O:45])[C:43]([CH2:42][C:39]3[CH:40]=[CH:41][C:36]([C:31]4[C:30]([C:28]#[N:29])=[CH:35][CH:34]=[CH:33][CH:32]=4)=[CH:37][CH:38]=3)=[C:49]([CH2:50][CH2:51][CH3:52])[N:16]3[N:15]=[CH:14][CH:13]=[C:12]23)=[CH:9][CH:10]=1)[CH3:1]. The yield is 0.890. (4) The reactants are [C:1]([O:5][C@@H:6]([C:11]1[C:40]([CH3:41])=[C:39]([C:42]([CH3:44])=[CH2:43])[C:38]2=[N:45][C:35]3=[CH:36][N:37]2[C:12]=1[N:13]1[CH2:50][CH2:49][C:16]([CH3:51])([O:17][CH2:18][CH2:19][CH2:20][CH2:21][C@H:22]([CH3:48])[O:23][C:24]2[CH:25]=[CH:26][C:27]([F:47])=[CH:28][C:29]=2[C:30]2[CH:46]=[C:34]3[CH:33]=[CH:32][CH:31]=2)[CH2:15][CH2:14]1)[C:7]([O:9][CH3:10])=[O:8])([CH3:4])([CH3:3])[CH3:2].C(O[C@@H](C1C(C)=C(CC)C2=NC3=CN2C=1N1CCC(C)(OCCCC[C@H](C)OC2C=CC(F)=CC=2C2C=C3C=CC=2)CC1)C(OC)=O)(C)(C)C. No catalyst specified. The product is [C:1]([O:5][C@@H:6]([C:11]1[C:40]([CH3:41])=[C:39]([CH:42]([CH3:44])[CH3:43])[C:38]2=[N:45][C:35]3=[CH:36][N:37]2[C:12]=1[N:13]1[CH2:50][CH2:49][C:16]([CH3:51])([O:17][CH2:18][CH2:19][CH2:20][CH2:21][C@H:22]([CH3:48])[O:23][C:24]2[CH:25]=[CH:26][C:27]([F:47])=[CH:28][C:29]=2[C:30]2[CH:46]=[C:34]3[CH:33]=[CH:32][CH:31]=2)[CH2:15][CH2:14]1)[C:7]([O:9][CH3:10])=[O:8])([CH3:2])([CH3:3])[CH3:4]. The yield is 0.910. (5) The reactants are C1C=CC(P(C2C=CC=CC=2)C2C=CC=CC=2)=CC=1.II.[CH2:22]([O:29][N:30]1[C:36](=[O:37])[N:35]2[CH2:38][C@H:31]1[CH2:32][CH2:33][C@H:34]2[C:39]([NH:41][NH:42][C:43](=O)[CH2:44][CH:45]1[CH2:48][CH:47]([NH:49][C:50](=[O:56])[O:51][C:52]([CH3:55])([CH3:54])[CH3:53])[CH2:46]1)=[O:40])[C:23]1[CH:28]=[CH:27][CH:26]=[CH:25][CH:24]=1. The catalyst is C(Cl)Cl. The product is [CH2:22]([O:29][N:30]1[C:36](=[O:37])[N:35]2[CH2:38][C@H:31]1[CH2:32][CH2:33][C@H:34]2[C:39]1[O:40][C:43]([CH2:44][CH:45]2[CH2:46][CH:47]([NH:49][C:50](=[O:56])[O:51][C:52]([CH3:55])([CH3:54])[CH3:53])[CH2:48]2)=[N:42][N:41]=1)[C:23]1[CH:28]=[CH:27][CH:26]=[CH:25][CH:24]=1. The yield is 0.850. (6) The reactants are Cl[C:2]1[N:7]=[CH:6][N:5]=[C:4]([NH:8][C:9]2[CH:10]=[C:11]3[C:15](=[CH:16][CH:17]=2)[NH:14][CH:13]=[CH:12]3)[C:3]=1[N+:18]([O-:20])=[O:19].[F:21][C:22]1[CH:27]=[C:26]([C:28]([F:31])([F:30])[F:29])[CH:25]=[CH:24][C:23]=1B(O)O.C(=O)([O-])[O-].[Na+].[Na+].O1CCOCC1. The catalyst is O. The product is [F:21][C:22]1[CH:27]=[C:26]([C:28]([F:29])([F:30])[F:31])[CH:25]=[CH:24][C:23]=1[C:2]1[N:7]=[CH:6][N:5]=[C:4]([NH:8][C:9]2[CH:10]=[C:11]3[C:15](=[CH:16][CH:17]=2)[NH:14][CH:13]=[CH:12]3)[C:3]=1[N+:18]([O-:20])=[O:19]. The yield is 0.370. (7) The reactants are [OH:1][C:2]1[CH:3]=[C:4]([NH:8][C:9](=[O:11])[CH3:10])[CH:5]=[CH:6][CH:7]=1.[C:12]([O:16][C:17]([N:19]1[CH2:24][CH2:23][CH:22]([N:25]2[C:29]3=[N:30][CH:31]=[N:32][C:33](Cl)=[C:28]3[CH:27]=[N:26]2)[CH2:21][CH2:20]1)=[O:18])([CH3:15])([CH3:14])[CH3:13].C(=O)([O-])[O-].[K+].[K+].C(=O)([O-])[O-].[Na+].[Na+]. The catalyst is CN(C)C=O. The product is [C:12]([O:16][C:17]([N:19]1[CH2:20][CH2:21][CH:22]([N:25]2[C:29]3=[N:30][CH:31]=[N:32][C:33]([O:1][C:2]4[CH:7]=[CH:6][CH:5]=[C:4]([NH:8][C:9](=[O:11])[CH3:10])[CH:3]=4)=[C:28]3[CH:27]=[N:26]2)[CH2:23][CH2:24]1)=[O:18])([CH3:15])([CH3:13])[CH3:14]. The yield is 0.260. (8) The reactants are [F:1][C:2]1[CH:32]=[CH:31][C:5]([CH2:6][NH:7][C:8]([C:10]2[N:11]=[C:12]3[N:17]([C:18](=[O:28])[C:19]=2[O:20][CH2:21][C:22]2[CH:27]=[CH:26][CH:25]=[CH:24][CH:23]=2)[CH2:16][CH2:15][O:14][C:13]3([CH3:30])[CH3:29])=[O:9])=[C:4]([C:33]#[C:34][Si](C)(C)C)[CH:3]=1.C(=O)([O-])[O-].[K+].[K+]. The catalyst is CO.C(OCC)(=O)C. The product is [C:33]([C:4]1[CH:3]=[C:2]([F:1])[CH:32]=[CH:31][C:5]=1[CH2:6][NH:7][C:8]([C:10]1[N:11]=[C:12]2[N:17]([C:18](=[O:28])[C:19]=1[O:20][CH2:21][C:22]1[CH:27]=[CH:26][CH:25]=[CH:24][CH:23]=1)[CH2:16][CH2:15][O:14][C:13]2([CH3:30])[CH3:29])=[O:9])#[CH:34]. The yield is 1.00.